The task is: Regression. Given a peptide amino acid sequence and an MHC pseudo amino acid sequence, predict their binding affinity value. This is MHC class I binding data.. This data is from Peptide-MHC class I binding affinity with 185,985 pairs from IEDB/IMGT. The peptide sequence is SEGKDTPGGY. The MHC is HLA-B40:01 with pseudo-sequence HLA-B40:01. The binding affinity (normalized) is 0.0624.